From a dataset of Full USPTO retrosynthesis dataset with 1.9M reactions from patents (1976-2016). Predict the reactants needed to synthesize the given product. (1) Given the product [CH2:21]([N:8]([CH2:1][C:2]1[CH:3]=[CH:4][CH:5]=[CH:6][CH:7]=1)[C:9]1[N:10]=[CH:11][CH:12]=[C:13]2[CH:17]=[C:16]([C:18]([NH:28][CH2:29][C:30]3[CH:35]=[CH:34][N:33]=[CH:32][CH:31]=3)=[O:20])[NH:15][C:14]=12)[C:22]1[CH:27]=[CH:26][CH:25]=[CH:24][CH:23]=1, predict the reactants needed to synthesize it. The reactants are: [CH2:1]([N:8]([CH2:21][C:22]1[CH:27]=[CH:26][CH:25]=[CH:24][CH:23]=1)[C:9]1[N:10]=[CH:11][CH:12]=[C:13]2[CH:17]=[C:16]([C:18]([OH:20])=O)[NH:15][C:14]=12)[C:2]1[CH:7]=[CH:6][CH:5]=[CH:4][CH:3]=1.[NH2:28][CH2:29][C:30]1[CH:35]=[CH:34][N:33]=[CH:32][CH:31]=1.C(N=C=NCCCN(C)C)C.ON1C2C=CC=CC=2N=N1. (2) Given the product [CH3:37][O:38][C:39]1[CH:44]=[C:43]([O:25][C:24]([C:12]2[N:11]=[C:10]([C:7]3[CH:6]=[CH:5][C:4]([CH:1]([CH3:3])[CH3:2])=[CH:9][CH:8]=3)[C:19]3[C:14](=[CH:15][CH:16]=[C:17]([O:20][CH2:21][C:22]#[CH:23])[CH:18]=3)[N:13]=2)=[O:26])[CH:42]=[CH:41][CH:40]=1, predict the reactants needed to synthesize it. The reactants are: [CH:1]([C:4]1[CH:9]=[CH:8][C:7]([C:10]2[C:19]3[C:14](=[CH:15][CH:16]=[C:17]([O:20][CH2:21][C:22]#[CH:23])[CH:18]=3)[N:13]=[C:12]([C:24]([OH:26])=[O:25])[N:11]=2)=[CH:6][CH:5]=1)([CH3:3])[CH3:2].[Cl-].C(N(C(C)C)C(C)C)C.[CH3:37][O:38][C:39]1[CH:40]=[C:41](O)[CH:42]=[CH:43][CH:44]=1.Cl. (3) Given the product [C:19]([O:22][C:23]([NH:2][CH2:1][C:3]([CH:10]1[CH2:11][CH2:12][CH2:13][CH2:14][CH2:15]1)([CH3:9])[C:4]([O:6][CH2:7][CH3:8])=[O:5])=[O:24])([CH3:21])([CH3:20])[CH3:18], predict the reactants needed to synthesize it. The reactants are: [C:1]([C:3]([CH:10]1[CH2:15][CH2:14][CH2:13][CH2:12][CH2:11]1)([CH3:9])[C:4]([O:6][CH2:7][CH3:8])=[O:5])#[N:2].[BH4-].[Na+].[CH3:18][C:19]([O:22][C:23](O[C:23]([O:22][C:19]([CH3:21])([CH3:20])[CH3:18])=[O:24])=[O:24])([CH3:21])[CH3:20]. (4) Given the product [CH3:20][N:4]1[C:5]2[C:10](=[CH:9][CH:8]=[CH:7][CH:6]=2)[N:1]([C:11]([O:13][C:14]([CH3:17])([CH3:16])[CH3:15])=[O:12])[CH2:2][CH2:3]1, predict the reactants needed to synthesize it. The reactants are: [N:1]1([C:11]([O:13][C:14]([CH3:17])([CH3:16])[CH3:15])=[O:12])[C:10]2[C:5](=[CH:6][CH:7]=[CH:8][CH:9]=2)[NH:4][CH2:3][CH2:2]1.[H-].[Na+].[CH3:20]I.